Dataset: Reaction yield outcomes from USPTO patents with 853,638 reactions. Task: Predict the reaction yield, written as a fraction of the theoretical maximum amount of product (1.0 means a 100% yield; for example, 0.34 means a 34% yield). (1) The reactants are [Br:1][C:2]1[N:3]=[C:4]2[C:9](=[N:10][CH:11]=1)[NH:8][C:7](=[O:12])[N:6]([CH2:13][CH3:14])[C:5]2=[O:15].I[CH2:17][CH3:18].C(=O)([O-])[O-].[K+].[K+]. The catalyst is CN(C=O)C. The product is [Br:1][C:2]1[N:3]=[C:4]2[C:9](=[N:10][CH:11]=1)[N:8]([CH2:17][CH3:18])[C:7](=[O:12])[N:6]([CH2:13][CH3:14])[C:5]2=[O:15]. The yield is 0.220. (2) The reactants are [Cl:1][CH2:2][CH2:3][O:4][C:5]1[CH:14]=[CH:13][C:8]([C:9]([O:11][CH3:12])=[O:10])=[CH:7][C:6]=1[O:15][CH3:16].[N:17]([O-:19])=[O:18].[Na+].C(O)(=O)C.[N+]([O-])(O)=O. The product is [CH3:16][O:15][C:6]1[C:5]([O:4][CH2:3][CH2:2][Cl:1])=[CH:14][C:13]([N+:17]([O-:19])=[O:18])=[C:8]([CH:7]=1)[C:9]([O:11][CH3:12])=[O:10]. The catalyst is O. The yield is 0.930. (3) The reactants are [Cl:1][C:2]1[C:3]([O:15][CH3:16])=[CH:4][C:5]([CH:12]([CH3:14])[CH3:13])=[C:6]([CH:11]=1)[O:7][CH2:8][C:9]#[N:10].[CH:17]([O:19][CH2:20]C)=O.[H-].[Na+].IC. The catalyst is COCCOC. The product is [Cl:1][C:2]1[C:3]([O:15][CH3:16])=[CH:4][C:5]([CH:12]([CH3:14])[CH3:13])=[C:6]([CH:11]=1)[O:7][C:8](=[CH:17][O:19][CH3:20])[C:9]#[N:10]. The yield is 0.840. (4) The reactants are [H-].[H-].[H-].[H-].[Li+].[Al+3].[O:7]1[CH2:12][CH2:11][N:10]([CH2:13][CH2:14][NH:15][C:16](=O)OC(C)(C)C)[CH2:9][CH2:8]1. The catalyst is O1CCCC1. The product is [CH3:16][NH:15][CH2:14][CH2:13][N:10]1[CH2:11][CH2:12][O:7][CH2:8][CH2:9]1. The yield is 0.420. (5) The reactants are [C:1]([NH:4][C:5]([CH:26]1[CH2:29][C:28](OC)([O:30]C)[CH2:27]1)([CH2:13][CH2:14][CH2:15][CH2:16][B:17]1[O:21][C:20]([CH3:23])([CH3:22])[C:19]([CH3:25])([CH3:24])[O:18]1)[C:6]([NH:8][C:9]([CH3:12])([CH3:11])[CH3:10])=[O:7])(=[O:3])[CH3:2].C1(C)C=CC(S(O)(=O)=O)=CC=1. The catalyst is CC(C)=O.C1C=CC=CC=1.CCCCCCC. The product is [C:1]([NH:4][C:5]([CH:26]1[CH2:29][C:28](=[O:30])[CH2:27]1)([CH2:13][CH2:14][CH2:15][CH2:16][B:17]1[O:21][C:20]([CH3:22])([CH3:23])[C:19]([CH3:25])([CH3:24])[O:18]1)[C:6]([NH:8][C:9]([CH3:12])([CH3:11])[CH3:10])=[O:7])(=[O:3])[CH3:2]. The yield is 0.730. (6) The reactants are [CH2:1]([O:3][C:4]1[CH:5]=[C:6]([CH:10]=[CH:11][C:12]=1[O:13][CH2:14][CH3:15])[C:7]([NH2:9])=[S:8])[CH3:2].[C:16]([CH:24]([CH2:30][C:31](=O)[CH2:32]Br)[C:25]([O:27][CH2:28][CH3:29])=[O:26])(=[O:23])[C:17]1[CH:22]=[CH:21][CH:20]=[CH:19][CH:18]=1. The catalyst is C(O)C. The product is [CH2:1]([O:3][C:4]1[CH:5]=[C:6]([C:7]2[S:8][CH:32]=[C:31]([CH2:30][CH:24]([C:16](=[O:23])[C:17]3[CH:18]=[CH:19][CH:20]=[CH:21][CH:22]=3)[C:25]([O:27][CH2:28][CH3:29])=[O:26])[N:9]=2)[CH:10]=[CH:11][C:12]=1[O:13][CH2:14][CH3:15])[CH3:2]. The yield is 0.650. (7) The reactants are [Br:1][C:2]1[CH:11]=[CH:10][C:5]([C:6]([O:8][CH3:9])=[O:7])=[CH:4][C:3]=1[S:12]([N:15]1[CH2:21][CH2:20][CH2:19][CH:18]([OH:22])[CH2:17][CH2:16]1)(=[O:14])=[O:13].[H-].[Na+].Br[CH2:26][C:27]1[CH:32]=[CH:31][CH:30]=[CH:29][CH:28]=1.[NH4+].[Cl-]. The catalyst is CN(C=O)C. The product is [CH2:26]([O:22][CH:18]1[CH2:19][CH2:20][CH2:21][N:15]([S:12]([C:3]2[CH:4]=[C:5]([CH:10]=[CH:11][C:2]=2[Br:1])[C:6]([O:8][CH3:9])=[O:7])(=[O:14])=[O:13])[CH2:16][CH2:17]1)[C:27]1[CH:32]=[CH:31][CH:30]=[CH:29][CH:28]=1. The yield is 0.447. (8) The reactants are [Br:1][C:2]1[CH:3]=[C:4](N)[CH:5]=[C:6]([C:8]([F:11])([F:10])[F:9])[CH:7]=1.Cl.N([O-])=O.[Na+].[CH2:18]([O:20][C:21]([SH:23])=[S:22])[CH3:19].[K]. The catalyst is O.C(O)C. The product is [CH2:18]([O:20][C:21](=[S:22])[S:23][C:4]1[CH:5]=[C:6]([C:8]([F:11])([F:10])[F:9])[CH:7]=[C:2]([Br:1])[CH:3]=1)[CH3:19]. The yield is 0.510. (9) The reactants are [F:1][C:2]1[C:3]2[N:4]([C:14]([SH:17])=[N:15][N:16]=2)[CH:5]=[C:6]([C:8]2[CH:9]=[N:10][N:11]([CH3:13])[CH:12]=2)[CH:7]=1.Br[C:19]1[CH:20]=[C:21]2[C:26](=[CH:27][CH:28]=1)[N:25]=[CH:24][CH:23]=[CH:22]2.CC1(C)C2C(=C(P(C3C=CC=CC=3)C3C=CC=CC=3)C=CC=2)OC2C(P(C3C=CC=CC=3)C3C=CC=CC=3)=CC=CC1=2.CCN(C(C)C)C(C)C. The catalyst is CN(C=O)C.C1C=CC(/C=C/C(/C=C/C2C=CC=CC=2)=O)=CC=1.C1C=CC(/C=C/C(/C=C/C2C=CC=CC=2)=O)=CC=1.C1C=CC(/C=C/C(/C=C/C2C=CC=CC=2)=O)=CC=1.[Pd].[Pd]. The product is [F:1][C:2]1[C:3]2[N:4]([C:14]([S:17][C:19]3[CH:20]=[C:21]4[C:26](=[CH:27][CH:28]=3)[N:25]=[CH:24][CH:23]=[CH:22]4)=[N:15][N:16]=2)[CH:5]=[C:6]([C:8]2[CH:9]=[N:10][N:11]([CH3:13])[CH:12]=2)[CH:7]=1. The yield is 0.298.